From a dataset of Full USPTO retrosynthesis dataset with 1.9M reactions from patents (1976-2016). Predict the reactants needed to synthesize the given product. (1) Given the product [Cl:27][C:22]1[CH:21]=[C:20]([CH:25]=[CH:24][C:23]=1[Cl:26])[CH2:19][NH:18][C:12]1[C:11]2[C:16](=[C:7]([O:6][CH2:5][CH2:4][NH:3][S:34]([C:30]3[CH:29]=[N:28][CH:33]=[CH:32][CH:31]=3)(=[O:36])=[O:35])[CH:8]=[CH:9][CH:10]=2)[N:15]=[C:14]([CH3:17])[CH:13]=1, predict the reactants needed to synthesize it. The reactants are: Cl.Cl.[NH2:3][CH2:4][CH2:5][O:6][C:7]1[CH:8]=[CH:9][CH:10]=[C:11]2[C:16]=1[N:15]=[C:14]([CH3:17])[CH:13]=[C:12]2[NH:18][CH2:19][C:20]1[CH:25]=[CH:24][C:23]([Cl:26])=[C:22]([Cl:27])[CH:21]=1.[N:28]1[CH:33]=[CH:32][CH:31]=[C:30]([S:34](Cl)(=[O:36])=[O:35])[CH:29]=1. (2) Given the product [Cl:25][C:21]1[C:20]([F:26])=[C:19]([C@@H:18]2[C@:17]([C:29]3[CH:34]=[CH:33][C:32]([Cl:35])=[CH:31][C:30]=3[F:36])([C:27]#[N:28])[C@H:16]([CH2:37][C:38]([CH3:41])([CH3:39])[CH3:40])[NH:15][C@H:14]2[C:12]([NH:11][CH2:10][C:6]2[CH:5]=[C:4]([CH:9]=[CH:8][CH:7]=2)[C:3]([OH:42])=[O:2])=[O:13])[CH:24]=[CH:23][CH:22]=1, predict the reactants needed to synthesize it. The reactants are: C[O:2][C:3](=[O:42])[C:4]1[CH:9]=[CH:8][CH:7]=[C:6]([CH2:10][NH:11][C:12]([C@H:14]2[C@H:18]([C:19]3[CH:24]=[CH:23][CH:22]=[C:21]([Cl:25])[C:20]=3[F:26])[C@:17]([C:29]3[CH:34]=[CH:33][C:32]([Cl:35])=[CH:31][C:30]=3[F:36])([C:27]#[N:28])[C@H:16]([CH2:37][C:38]([CH3:41])([CH3:40])[CH3:39])[NH:15]2)=[O:13])[CH:5]=1.[OH-].[Na+]. (3) The reactants are: [CH:1]([O:4][C:5]([N:7]1[CH2:12][CH2:11][CH:10]([O:13][CH2:14][C:15]2[CH:20]=[CH:19][C:18](B3OC(C)(C)C(C)(C)O3)=[CH:17][CH:16]=2)[CH2:9][CH2:8]1)=[O:6])([CH3:3])[CH3:2].[C:30]([O:34][C:35]([NH:37][C@H:38]([C:55](=[O:61])[N:56]1[CH2:60][CH2:59][CH2:58][CH2:57]1)[CH2:39][C:40]1[CH:45]=[CH:44][C:43](OS(C(F)(F)F)(=O)=O)=[CH:42][C:41]=1[F:54])=[O:36])([CH3:33])([CH3:32])[CH3:31]. Given the product [CH:1]([O:4][C:5]([N:7]1[CH2:8][CH2:9][CH:10]([O:13][CH2:14][C:15]2[CH:16]=[CH:17][C:18]([C:43]3[CH:44]=[CH:45][C:40]([CH2:39][C@H:38]([NH:37][C:35]([O:34][C:30]([CH3:32])([CH3:31])[CH3:33])=[O:36])[C:55](=[O:61])[N:56]4[CH2:60][CH2:59][CH2:58][CH2:57]4)=[C:41]([F:54])[CH:42]=3)=[CH:19][CH:20]=2)[CH2:11][CH2:12]1)=[O:6])([CH3:2])[CH3:3], predict the reactants needed to synthesize it.